Dataset: Forward reaction prediction with 1.9M reactions from USPTO patents (1976-2016). Task: Predict the product of the given reaction. Given the reactants [C:1]([N:4]1[C:13]2[C:8](=[CH:9][C:10]([C:14]([NH:16][NH2:17])=[O:15])=[CH:11][CH:12]=2)[CH:7]([NH:18][C:19]2[CH:24]=[CH:23][C:22]([N:25]3[CH2:30][CH2:29][O:28][CH2:27][CH2:26]3)=[CH:21][CH:20]=2)[CH2:6][CH:5]1[CH3:31])(=[O:3])[CH3:2].C(N(CC)CC)C.O.[O:40]1CCC[CH2:41]1, predict the reaction product. The product is: [C:1]([N:4]1[C:13]2[C:8](=[CH:9][C:10]([C:14]3[O:15][C:41](=[O:40])[NH:17][N:16]=3)=[CH:11][CH:12]=2)[CH:7]([NH:18][C:19]2[CH:20]=[CH:21][C:22]([N:25]3[CH2:26][CH2:27][O:28][CH2:29][CH2:30]3)=[CH:23][CH:24]=2)[CH2:6][CH:5]1[CH3:31])(=[O:3])[CH3:2].